Predict the product of the given reaction. From a dataset of Forward reaction prediction with 1.9M reactions from USPTO patents (1976-2016). (1) Given the reactants [O:1]1[CH:5]=[CH:4][CH:3]=[C:2]1[C:6]1[O:7][C:8]([CH3:23])=[C:9]([CH2:11][O:12][C:13]2[CH:14]=[C:15]([CH:18]=[CH:19][C:20]=2[O:21][CH3:22])[CH:16]=[O:17])[N:10]=1.C(O)C.[BH4-].[Na+].O, predict the reaction product. The product is: [O:1]1[CH:5]=[CH:4][CH:3]=[C:2]1[C:6]1[O:7][C:8]([CH3:23])=[C:9]([CH2:11][O:12][C:13]2[CH:14]=[C:15]([CH2:16][OH:17])[CH:18]=[CH:19][C:20]=2[O:21][CH3:22])[N:10]=1. (2) Given the reactants [Cl:1][C:2]1[CH:7]=[CH:6][C:5]([NH:8][S:9]([C:12]2[CH:17]=[CH:16][C:15]([C:18]([CH3:22])([CH3:21])[CH2:19]C)=[CH:14][CH:13]=2)(=[O:11])=[O:10])=[C:4]([N:23]2C3C(=NC=CC=3)[N:25]=[N:24]2)[CH:3]=1.[OH-:32].[Na+].[CH2:34]1[CH2:38][O:37]C[CH2:35]1, predict the reaction product. The product is: [C:18]([C:15]1[CH:16]=[CH:17][C:12]([S:9]([NH:8][C:5]2[CH:6]=[CH:7][C:2]([Cl:1])=[CH:3][C:4]=2[N:23]2[CH:35]=[C:34]([C:38]([OH:37])=[O:32])[N:25]=[N:24]2)(=[O:11])=[O:10])=[CH:13][CH:14]=1)([CH3:22])([CH3:21])[CH3:19]. (3) Given the reactants [F:1][C:2]([F:7])([F:6])[C:3]([OH:5])=[O:4].C([O:15][C:16]1[CH:25]=[C:24]([F:26])[CH:23]=[C:22]2[C:17]=1[C:18](=[O:27])[NH:19][CH:20]=[N:21]2)C1C=CC=CC=1, predict the reaction product. The product is: [F:1][C:2]([F:7])([F:6])[C:3]([OH:5])=[O:4].[OH:15][C:16]1[CH:25]=[C:24]([F:26])[CH:23]=[C:22]2[C:17]=1[C:18](=[O:27])[NH:19][CH:20]=[N:21]2.